Dataset: Full USPTO retrosynthesis dataset with 1.9M reactions from patents (1976-2016). Task: Predict the reactants needed to synthesize the given product. (1) Given the product [Br:36][C:37]1[CH:42]=[CH:41][C:40]([S:43]([N:46]2[CH2:51][CH2:50][CH:49]([CH2:52][O:53][C:54]3[C:62]([CH:63]4[CH2:64][CH2:65]4)=[CH:61][C:57]([C:58]([NH:79][S:76]([CH:73]4[CH2:75][CH2:74]4)(=[O:78])=[O:77])=[O:60])=[C:56]([F:66])[CH:55]=3)[CH2:48][CH2:47]2)(=[O:44])=[O:45])=[CH:39][C:38]=1[F:67], predict the reactants needed to synthesize it. The reactants are: ClC1C(F)=C(C=C(C(F)(F)F)C=1)CN1CCC(COC2C(C3CC3)=CC(C(O)=O)=C(F)C=2)(F)CC1.[Br:36][C:37]1[CH:42]=[CH:41][C:40]([S:43]([N:46]2[CH2:51][CH2:50][CH:49]([CH2:52][O:53][C:54]3[C:62]([CH:63]4[CH2:65][CH2:64]4)=[CH:61][C:57]([C:58]([OH:60])=O)=[C:56]([F:66])[CH:55]=3)[CH2:48][CH2:47]2)(=[O:45])=[O:44])=[CH:39][C:38]=1[F:67].CS(N)(=O)=O.[CH:73]1([S:76]([NH2:79])(=[O:78])=[O:77])[CH2:75][CH2:74]1. (2) Given the product [OH:11][CH2:10][C@@H:9]1[CH2:8][CH2:7][CH2:6][CH2:13][C@H:14]1[OH:15].[CH2:1]([Sn:5][CH2:6][CH2:7][CH2:8][CH3:9])[CH2:2][CH2:3][CH3:4], predict the reactants needed to synthesize it. The reactants are: [CH2:1]([Sn:5][CH2:6][CH2:7][CH2:8][CH3:9])[CH2:2][CH2:3][CH3:4].[C:10](=O)=[O:11].[CH3:13][C:14](C)=[O:15]. (3) Given the product [NH2:1][C:2]1[N:7]=[CH:6][N:5]=[C:4]2[N:8]([C@@H:12]3[CH2:17][CH2:16][CH2:15][N:14]([C:18]([O:20][C:21]([CH3:24])([CH3:23])[CH3:22])=[O:19])[CH2:13]3)[N:9]=[C:10]([C:33]3[CH:32]=[CH:31][C:30]([O:29][C:28]4[CH:45]=[C:46]([F:48])[CH:47]=[C:26]([F:25])[CH:27]=4)=[CH:35][CH:34]=3)[C:3]=12, predict the reactants needed to synthesize it. The reactants are: [NH2:1][C:2]1[N:7]=[CH:6][N:5]=[C:4]2[N:8]([C@@H:12]3[CH2:17][CH2:16][CH2:15][N:14]([C:18]([O:20][C:21]([CH3:24])([CH3:23])[CH3:22])=[O:19])[CH2:13]3)[N:9]=[C:10](I)[C:3]=12.[F:25][C:26]1[CH:27]=[C:28]([CH:45]=[C:46]([F:48])[CH:47]=1)[O:29][C:30]1[CH:35]=[CH:34][C:33](B2OC(C)(C)C(C)(C)O2)=[CH:32][CH:31]=1.C(=O)([O-])[O-].[Na+].[Na+].COCCOC. (4) Given the product [F:4][C:5]1[C:10]([F:11])=[CH:9][C:8]([F:12])=[CH:7][C:6]=1[C:13]#[C:14][CH2:15][N:16]1[CH2:21][CH2:20][C@@H:19]([CH2:22][CH2:23][C:24](=[N:2][OH:3])[C:25]2[C:34]3[C:29](=[CH:30][CH:31]=[C:32]([O:35][CH3:36])[CH:33]=3)[N:28]=[CH:27][CH:26]=2)[C@@H:18]([C:38]([O:40][CH3:41])=[O:39])[CH2:17]1, predict the reactants needed to synthesize it. The reactants are: Cl.[NH2:2][OH:3].[F:4][C:5]1[C:10]([F:11])=[CH:9][C:8]([F:12])=[CH:7][C:6]=1[C:13]#[C:14][CH2:15][N:16]1[CH2:21][CH2:20][C@@H:19]([CH2:22][CH2:23][C:24](=O)[C:25]2[C:34]3[C:29](=[CH:30][CH:31]=[C:32]([O:35][CH3:36])[CH:33]=3)[N:28]=[CH:27][CH:26]=2)[C@@H:18]([C:38]([O:40][CH3:41])=[O:39])[CH2:17]1.